This data is from Buchwald-Hartwig C-N cross coupling reaction yields with 55,370 reactions. The task is: Predict the reaction yield, written as a fraction of the theoretical maximum amount of product (1.0 means a 100% yield; for example, 0.34 means a 34% yield). (1) The reactants are COc1ccc(Cl)cc1.Cc1ccc(N)cc1.O=S(=O)(O[Pd]1c2ccccc2-c2ccccc2N~1)C(F)(F)F.CC(C)c1cc(C(C)C)c(-c2ccccc2P(C2CCCCC2)C2CCCCC2)c(C(C)C)c1.CCN=P(N=P(N(C)C)(N(C)C)N(C)C)(N(C)C)N(C)C.Cc1cc(-n2cccc2)no1. No catalyst specified. The product is COc1ccc(Nc2ccc(C)cc2)cc1. The yield is 0.0143. (2) The reactants are CCc1ccc(Br)cc1.Cc1ccc(N)cc1.O=S(=O)(O[Pd]1c2ccccc2-c2ccccc2N~1)C(F)(F)F.CC(C)c1cc(C(C)C)c(-c2ccccc2P(C(C)(C)C)C(C)(C)C)c(C(C)C)c1.CN1CCCN2CCCN=C12.c1ccc2nocc2c1. No catalyst specified. The product is CCc1ccc(Nc2ccc(C)cc2)cc1. The yield is 0.246. (3) The reactants are Ic1cccnc1.Cc1ccc(N)cc1.O=S(=O)(O[Pd]1c2ccccc2-c2ccccc2N~1)C(F)(F)F.CC(C)c1cc(C(C)C)c(-c2ccccc2P(C2CCCCC2)C2CCCCC2)c(C(C)C)c1.CN1CCCN2CCCN=C12.c1ccc(-c2ccon2)cc1. No catalyst specified. The product is Cc1ccc(Nc2cccnc2)cc1. The yield is 0.534.